This data is from Full USPTO retrosynthesis dataset with 1.9M reactions from patents (1976-2016). The task is: Predict the reactants needed to synthesize the given product. (1) Given the product [NH2:1][C:2]1[N:3]=[CH:4][C:5]([C:29]2[CH:30]=[C:25]([CH:26]=[CH:27][CH:28]=2)[C:23]([NH:22][CH2:16][C:17]2[O:21][CH:20]=[CH:19][CH:18]=2)=[O:24])=[N:6][C:7]=1[C:8]1[CH:13]=[CH:12][C:11]([OH:14])=[CH:10][CH:9]=1, predict the reactants needed to synthesize it. The reactants are: [NH2:1][C:2]1[C:7]([C:8]2[CH:13]=[CH:12][C:11]([OH:14])=[CH:10][CH:9]=2)=[N:6][C:5](Br)=[CH:4][N:3]=1.[CH2:16]([NH:22][C:23]([C:25]1[CH:26]=[C:27](B(O)O)[CH:28]=[CH:29][CH:30]=1)=[O:24])[C:17]1[O:21][CH:20]=[CH:19][CH:18]=1.C([O-])([O-])=O.[Na+].[Na+]. (2) Given the product [C:1]([O:5][C:6](=[O:29])[N:7]([CH2:12][C:13]1[CH:18]=[CH:17][C:16]([Cl:19])=[C:15]([CH2:20][OH:21])[CH:14]=1)[CH2:8][CH:9]([F:11])[F:10])([CH3:4])([CH3:2])[CH3:3], predict the reactants needed to synthesize it. The reactants are: [C:1]([O:5][C:6](=[O:29])[N:7]([CH2:12][C:13]1[CH:18]=[CH:17][C:16]([Cl:19])=[C:15]([C:20](C)(C)[O:21][SiH2]C(C)(C)C)[CH:14]=1)[CH2:8][CH:9]([F:11])[F:10])([CH3:4])([CH3:3])[CH3:2].[OH-].[Na+]. (3) Given the product [CH:1]1([C:4]2[N:5]=[C:6]([CH2:19][O:20][CH3:21])[NH:7][C:8]=2[C:9]2[CH:10]=[C:11]([CH:15]=[CH:16][C:17]=2[CH3:18])[C:12]([N:47]2[CH2:52][CH2:51][CH:50]([C:53]3[CH:60]=[CH:59][C:56]([C:57]#[N:58])=[CH:55][CH:54]=3)[CH2:49][CH2:48]2)=[O:13])[CH2:2][CH2:3]1, predict the reactants needed to synthesize it. The reactants are: [CH:1]1([C:4]2[N:5]=[C:6]([CH2:19][O:20][CH3:21])[NH:7][C:8]=2[C:9]2[CH:10]=[C:11]([CH:15]=[CH:16][C:17]=2[CH3:18])[C:12](O)=[O:13])[CH2:3][CH2:2]1.CN(C(ON1N=NC2C=CC=CC1=2)=[N+](C)C)C.F[P-](F)(F)(F)(F)F.Cl.[NH:47]1[CH2:52][CH2:51][CH:50]([C:53]2[CH:60]=[CH:59][C:56]([C:57]#[N:58])=[CH:55][CH:54]=2)[CH2:49][CH2:48]1.C(N(CC)CC)C. (4) Given the product [C:27]([O:31][N:32]=[C:33]([C:35]1[N:36]=[CH:37][C:38]([NH:41][C:8](=[O:10])[C@@H:7]([C:11]2[CH:16]=[CH:15][C:14]([S:17]([CH3:20])(=[O:19])=[O:18])=[CH:13][CH:12]=2)[CH2:6][CH:1]2[CH2:2][CH2:3][CH2:4][CH2:5]2)=[N:39][CH:40]=1)[CH3:34])([CH3:28])([CH3:29])[CH3:30], predict the reactants needed to synthesize it. The reactants are: [CH:1]1([CH2:6][C@H:7]([C:11]2[CH:16]=[CH:15][C:14]([S:17]([CH3:20])(=[O:19])=[O:18])=[CH:13][CH:12]=2)[C:8]([OH:10])=O)[CH2:5][CH2:4][CH2:3][CH2:2]1.C(Cl)(=O)C(Cl)=O.[C:27]([O:31][N:32]=[C:33]([C:35]1[CH:40]=[N:39][C:38]([NH2:41])=[CH:37][N:36]=1)[CH3:34])([CH3:30])([CH3:29])[CH3:28].N1C(C)=CC=CC=1C. (5) Given the product [F:19][C:13]1[C:14]([F:18])=[CH:15][CH:16]=[CH:17][C:12]=1[N:11]1[CH:20]=[N:10][N:9]=[C:8]1[C:3]1[C:2]([NH2:1])=[N:7][CH:6]=[CH:5][N:4]=1, predict the reactants needed to synthesize it. The reactants are: [NH2:1][C:2]1[C:3]([C:8]([NH:11][C:12]2[CH:17]=[CH:16][CH:15]=[C:14]([F:18])[C:13]=2[F:19])=[N:9][NH2:10])=[N:4][CH:5]=[CH:6][N:7]=1.[CH:20](O)=O.C([O-])(O)=O.[Na+].[OH-].[Na+]. (6) Given the product [CH3:26][C:21]1([CH3:27])[C:22]([CH3:25])([CH3:24])[O:23][B:19]([C:14]2[CH:15]=[CH:16][C:11]([C:10]([C@@H:6]3[CH2:7][CH2:8][CH2:9][C@H:5]3[C:3]([O:2][CH3:1])=[O:4])=[O:18])=[CH:12][CH:13]=2)[O:20]1, predict the reactants needed to synthesize it. The reactants are: [CH3:1][O:2][C:3]([C@@H:5]1[CH2:9][CH2:8][CH2:7][C@H:6]1[C:10](=[O:18])[C:11]1[CH:16]=[CH:15][C:14](Br)=[CH:13][CH:12]=1)=[O:4].[B:19]1([B:19]2[O:23][C:22]([CH3:25])([CH3:24])[C:21]([CH3:27])([CH3:26])[O:20]2)[O:23][C:22]([CH3:25])([CH3:24])[C:21]([CH3:27])([CH3:26])[O:20]1.C([O-])(=O)C.[K+].ClCCl. (7) Given the product [F:1][C:2]1[CH:3]=[C:4]([CH2:9][OH:10])[C:5]([CH3:8])=[N:6][CH:7]=1, predict the reactants needed to synthesize it. The reactants are: [F:1][C:2]1[CH:3]=[C:4]([CH2:9][O:10]COC)[C:5]([CH3:8])=[N:6][CH:7]=1.O.[OH-].[Na+].C(=O)([O-])O.[Na+].